This data is from Full USPTO retrosynthesis dataset with 1.9M reactions from patents (1976-2016). The task is: Predict the reactants needed to synthesize the given product. Given the product [F:17][C:18]1[C:23]([F:24])=[CH:22][C:21]([C:25]2[CH:26]=[CH:27][C:28]([O:31][CH2:7][C:8]3[CH:13]=[CH:12][CH:11]=[C:10]([N+:14]([O-:16])=[O:15])[CH:9]=3)=[CH:29][CH:30]=2)=[C:20]([O:32][CH3:33])[CH:19]=1, predict the reactants needed to synthesize it. The reactants are: CN(C=O)C.Br[CH2:7][C:8]1[CH:13]=[CH:12][CH:11]=[C:10]([N+:14]([O-:16])=[O:15])[CH:9]=1.[F:17][C:18]1[C:23]([F:24])=[CH:22][C:21]([C:25]2[CH:30]=[CH:29][C:28]([OH:31])=[CH:27][CH:26]=2)=[C:20]([O:32][CH3:33])[CH:19]=1.C[Si]([N-][Si](C)(C)C)(C)C.[Li+].